Dataset: Full USPTO retrosynthesis dataset with 1.9M reactions from patents (1976-2016). Task: Predict the reactants needed to synthesize the given product. Given the product [O:8]1[CH:3]([CH2:2][N:24]2[CH2:23][CH2:22][N:21]([C:16]3[CH:17]=[CH:18][CH:19]=[CH:20][C:15]=3[C:13]#[N:14])[CH2:26][CH2:25]2)[CH2:4][O:5][C:6]2[CH:12]=[CH:11][CH:10]=[CH:9][C:7]1=2, predict the reactants needed to synthesize it. The reactants are: Br[CH2:2][CH:3]1[O:8][C:7]2[CH:9]=[CH:10][CH:11]=[CH:12][C:6]=2[O:5][CH2:4]1.[C:13]([C:15]1[CH:20]=[CH:19][CH:18]=[CH:17][C:16]=1[N:21]1[CH2:26][CH2:25][NH:24][CH2:23][CH2:22]1)#[N:14].C([O-])([O-])=O.[K+].[K+].O.